Dataset: NCI-60 drug combinations with 297,098 pairs across 59 cell lines. Task: Regression. Given two drug SMILES strings and cell line genomic features, predict the synergy score measuring deviation from expected non-interaction effect. (1) Cell line: SW-620. Drug 2: C1CNP(=O)(OC1)N(CCCl)CCCl. Synergy scores: CSS=48.9, Synergy_ZIP=-0.869, Synergy_Bliss=-3.27, Synergy_Loewe=-18.1, Synergy_HSA=-2.02. Drug 1: C1=C(C(=O)NC(=O)N1)F. (2) Drug 1: CC1=C(C(CCC1)(C)C)C=CC(=CC=CC(=CC(=O)O)C)C. Drug 2: CCC1=C2CN3C(=CC4=C(C3=O)COC(=O)C4(CC)O)C2=NC5=C1C=C(C=C5)O. Cell line: SR. Synergy scores: CSS=55.1, Synergy_ZIP=1.25, Synergy_Bliss=0.976, Synergy_Loewe=-16.2, Synergy_HSA=1.46. (3) Drug 1: COC1=CC(=CC(=C1O)OC)C2C3C(COC3=O)C(C4=CC5=C(C=C24)OCO5)OC6C(C(C7C(O6)COC(O7)C8=CC=CS8)O)O. Drug 2: CS(=O)(=O)OCCCCOS(=O)(=O)C. Cell line: UO-31. Synergy scores: CSS=14.7, Synergy_ZIP=-3.84, Synergy_Bliss=2.03, Synergy_Loewe=-3.86, Synergy_HSA=3.80. (4) Drug 1: C1CCC(C1)C(CC#N)N2C=C(C=N2)C3=C4C=CNC4=NC=N3. Drug 2: CC=C1C(=O)NC(C(=O)OC2CC(=O)NC(C(=O)NC(CSSCCC=C2)C(=O)N1)C(C)C)C(C)C. Cell line: A498. Synergy scores: CSS=12.6, Synergy_ZIP=-10.8, Synergy_Bliss=-12.3, Synergy_Loewe=-47.4, Synergy_HSA=-12.8.